Predict the reactants needed to synthesize the given product. From a dataset of Full USPTO retrosynthesis dataset with 1.9M reactions from patents (1976-2016). (1) The reactants are: [NH2:1][C:2]1[C:10]([O:11][CH3:12])=[CH:9][C:5]([C:6]([OH:8])=O)=[C:4]([F:13])[CH:3]=1.[NH:14]1[CH2:19][CH2:18][O:17][CH2:16][CH2:15]1.CN(C(ON1N=NC2C=CC=NC1=2)=[N+](C)C)C.F[P-](F)(F)(F)(F)F.CCN(C(C)C)C(C)C. Given the product [NH2:1][C:2]1[C:10]([O:11][CH3:12])=[CH:9][C:5]([C:6]([N:14]2[CH2:19][CH2:18][O:17][CH2:16][CH2:15]2)=[O:8])=[C:4]([F:13])[CH:3]=1, predict the reactants needed to synthesize it. (2) Given the product [Br:1][C:2]1[CH:3]=[C:4]2[C:9](=[CH:10][C:11]=1[O:12][CH3:13])[N:8]=[CH:7][CH:6]=[C:5]2[NH:22][C:17]1[C:16]([CH3:15])=[C:20]([CH3:21])[NH:19][N:18]=1, predict the reactants needed to synthesize it. The reactants are: [Br:1][C:2]1[CH:3]=[C:4]2[C:9](=[CH:10][C:11]=1[O:12][CH3:13])[N:8]=[CH:7][CH:6]=[C:5]2Cl.[CH3:15][C:16]1[C:17]([NH2:22])=[N:18][NH:19][C:20]=1[CH3:21].CCOCC. (3) Given the product [Cl:14][C:15]([Cl:19])=[CH:16][CH2:17][O:13][C:4]1[CH:3]=[C:2]([Cl:1])[C:7]([O:8][CH2:9][CH2:10][OH:11])=[C:6]([Cl:12])[CH:5]=1, predict the reactants needed to synthesize it. The reactants are: [Cl:1][C:2]1[CH:3]=[C:4]([OH:13])[CH:5]=[C:6]([Cl:12])[C:7]=1[O:8][CH2:9][CH2:10][OH:11].[Cl:14][C:15](Cl)([Cl:19])[CH2:16][CH2:17]Cl.C(=O)([O-])[O-].[K+].[K+].O. (4) The reactants are: [CH3:1][C:2]1[CH:7]=[C:6]([B:8]2[O:12][C:11]([CH3:14])([CH3:13])[C:10]([CH3:16])([CH3:15])[O:9]2)[CH:5]=[CH:4][C:3]=1[N:17]1[CH2:22][CH2:21][N:20](C(OC(C)(C)C)=O)[CH2:19][CH2:18]1.[ClH:30].CC(=O)OCC. Given the product [ClH:30].[CH3:1][C:2]1[CH:7]=[C:6]([B:8]2[O:12][C:11]([CH3:13])([CH3:14])[C:10]([CH3:16])([CH3:15])[O:9]2)[CH:5]=[CH:4][C:3]=1[N:17]1[CH2:18][CH2:19][NH:20][CH2:21][CH2:22]1, predict the reactants needed to synthesize it. (5) The reactants are: Br[C:2]1[CH:3]=[C:4]([NH:11][C:12]2[CH:17]=[CH:16][C:15]([N:18]3[CH2:23][CH2:22][N:21]([CH:24]4[CH2:27][O:26][CH2:25]4)[CH2:20][C@@H:19]3[CH3:28])=[CH:14][N:13]=2)[C:5]2[N:6]([CH:8]=[CH:9][N:10]=2)[N:7]=1.C([O:32][CH2:33][C:34]1[C:35]([N:49]2[CH2:61][CH2:60][N:52]3[C:53]4[CH2:54][CH2:55][CH2:56][CH2:57][C:58]=4[CH:59]=[C:51]3[C:50]2=[O:62])=[N:36][CH:37]=[CH:38][C:39]=1B1OC(C)(C)C(C)(C)O1)(=O)C.C1(P(C2CCCCC2)C2CCCCC2)CCCCC1.C(=O)([O-])[O-].[Cs+].[Cs+]. Given the product [OH:32][CH2:33][C:34]1[C:35]([N:49]2[CH2:61][CH2:60][N:52]3[C:53]4[CH2:54][CH2:55][CH2:56][CH2:57][C:58]=4[CH:59]=[C:51]3[C:50]2=[O:62])=[N:36][CH:37]=[CH:38][C:39]=1[C:2]1[CH:3]=[C:4]([NH:11][C:12]2[CH:17]=[CH:16][C:15]([N:18]3[CH2:23][CH2:22][N:21]([CH:24]4[CH2:25][O:26][CH2:27]4)[CH2:20][C@@H:19]3[CH3:28])=[CH:14][N:13]=2)[C:5]2[N:6]([CH:8]=[CH:9][N:10]=2)[N:7]=1, predict the reactants needed to synthesize it.